This data is from Forward reaction prediction with 1.9M reactions from USPTO patents (1976-2016). The task is: Predict the product of the given reaction. Given the reactants [C:1]([NH:4][C@@H:5]([CH2:10][C:11]1[CH:16]=[CH:15][C:14]([Sn](C)(C)C)=[CH:13][CH:12]=1)[C:6]([O:8][CH3:9])=[O:7])(=[O:3])[CH3:2].Br[C:22]1[C:23]2[C:28]([C:29]3[CH:30]=[CH:31][CH:32]=[CH:33][C:34]=3[CH:35]=1)=[CH:27][CH:26]=[CH:25][CH:24]=2.C1(C)C=CC=CC=1P(C1C=CC=CC=1C)C1C=CC=CC=1C.N#N, predict the reaction product. The product is: [C:1]([NH:4][C@@H:5]([CH2:10][C:11]1[CH:16]=[CH:15][C:14]([C:22]2[C:23]3[C:28]([C:29]4[CH:30]=[CH:31][CH:32]=[CH:33][C:34]=4[CH:35]=2)=[CH:27][CH:26]=[CH:25][CH:24]=3)=[CH:13][CH:12]=1)[C:6]([O:8][CH3:9])=[O:7])(=[O:3])[CH3:2].